This data is from Full USPTO retrosynthesis dataset with 1.9M reactions from patents (1976-2016). The task is: Predict the reactants needed to synthesize the given product. (1) Given the product [N:11]([CH2:2][CH2:3][O:4][CH2:5][CH2:6][O:7][CH2:8][CH2:9][OH:10])=[N+:12]=[N-:13], predict the reactants needed to synthesize it. The reactants are: Cl[CH2:2][CH2:3][O:4][CH2:5][CH2:6][O:7][CH2:8][CH2:9][OH:10].[N-:11]=[N+:12]=[N-:13].[Na+].[I-].[Na+].ClCCl.CO. (2) Given the product [CH2:17]([O:19][C:20](=[O:27])[C:21]([CH3:26])([CH3:25])[C:22]([NH:13][C:10]1[CH:11]=[CH:12][C:7]([O:6][CH2:5][C:4]2[CH:14]=[CH:15][CH:16]=[C:2]([F:1])[CH:3]=2)=[CH:8][CH:9]=1)=[O:23])[CH3:18], predict the reactants needed to synthesize it. The reactants are: [F:1][C:2]1[CH:3]=[C:4]([CH:14]=[CH:15][CH:16]=1)[CH2:5][O:6][C:7]1[CH:12]=[CH:11][C:10]([NH2:13])=[CH:9][CH:8]=1.[CH2:17]([O:19][C:20](=[O:27])[C:21]([CH3:26])([CH3:25])[C:22](O)=[O:23])[CH3:18].